Dataset: Reaction yield outcomes from USPTO patents with 853,638 reactions. Task: Predict the reaction yield, written as a fraction of the theoretical maximum amount of product (1.0 means a 100% yield; for example, 0.34 means a 34% yield). (1) The reactants are [C:1]([O:5][C:6](=[O:21])[N:7](C1C=CC=CC=1)[CH2:8][CH:9]1[CH2:14][CH2:13][NH:12][CH2:11][CH2:10]1)([CH3:4])([CH3:3])[CH3:2].Cl[C:23]1[C:24]2[CH:31]=[CH:30][NH:29][C:25]=2[N:26]=[CH:27][N:28]=1.C(N([CH2:37][CH3:38])CC)C. The catalyst is C(O)CCC. The product is [C:1]([O:5][C:6](=[O:21])[NH:7][CH:8]([C:38]1[CH:37]=[CH:11][CH:10]=[CH:9][CH:8]=1)[CH:9]1[CH2:10][CH2:11][N:12]([C:23]2[C:24]3[CH:31]=[CH:30][NH:29][C:25]=3[N:26]=[CH:27][N:28]=2)[CH2:13][CH2:14]1)([CH3:2])([CH3:3])[CH3:4]. The yield is 0.590. (2) The reactants are C([O:5][C:6]([N:8]1[C:12]2[CH:13]=[CH:14][C:15]([Br:21])=[C:16]([CH2:17][CH2:18][CH2:19][NH2:20])[C:11]=2[O:10][CH:9]1[CH2:22][CH3:23])=O)(C)(C)C.Cl.[CH2:25](Cl)Cl. The catalyst is O1CCOCC1. The product is [C:6]([N:8]1[C:12]2[CH:13]=[CH:14][C:15]([Br:21])=[C:16]([CH2:17][CH2:18][CH2:19][NH2:20])[C:11]=2[O:10][CH:9]1[CH2:22][CH3:23])(=[O:5])[CH3:25]. The yield is 0.400. (3) The product is [CH3:1][O:2][C:3]1[CH:4]=[C:5]2[C:10](=[CH:11][C:12]=1[O:13][CH3:14])[N:9]=[CH:8][N:7]=[C:6]2[S:15][C:16]1[CH:17]=[C:18]([NH:19][C:32]([NH:31][C:29]2[N:28]([C:41]3[CH:42]=[CH:43][CH:44]=[CH:45][CH:46]=3)[N:27]=[C:26]([CH:23]([CH3:25])[CH3:24])[CH:30]=2)=[O:33])[CH:20]=[CH:21][CH:22]=1. The catalyst is C1COCC1.CN(C1C=CN=CC=1)C. The reactants are [CH3:1][O:2][C:3]1[CH:4]=[C:5]2[C:10](=[CH:11][C:12]=1[O:13][CH3:14])[N:9]=[CH:8][N:7]=[C:6]2[S:15][C:16]1[CH:17]=[C:18]([CH:20]=[CH:21][CH:22]=1)[NH2:19].[CH:23]([C:26]1[CH:30]=[C:29]([NH:31][C:32](=O)[O:33]C2C=CC=CC=2)[N:28]([C:41]2[CH:46]=[CH:45][CH:44]=[CH:43][CH:42]=2)[N:27]=1)([CH3:25])[CH3:24]. The yield is 0.710.